From a dataset of Full USPTO retrosynthesis dataset with 1.9M reactions from patents (1976-2016). Predict the reactants needed to synthesize the given product. (1) Given the product [CH3:19][C:14]1[CH:15]=[CH:16][CH:17]=[CH:18][C:13]=1[NH:12][C:2]1[CH:7]=[CH:6][CH:5]=[CH:4][C:3]=1[CH2:8][C:9]([OH:11])=[O:10], predict the reactants needed to synthesize it. The reactants are: Br[C:2]1[CH:7]=[CH:6][CH:5]=[CH:4][C:3]=1[CH2:8][C:9]([OH:11])=[O:10].[NH2:12][C:13]1[C:14]([CH3:19])=[CH:15][CH:16]=[CH:17][CH:18]=1. (2) Given the product [CH3:19][C:10]1[C:9]([N:8]2[C:3]3[CH:4]=[CH:5][CH:6]=[CH:7][C:2]=3[NH:1][C:25]2=[S:26])=[CH:18][CH:17]=[CH:16][C:11]=1[C:12]([O:14][CH3:15])=[O:13], predict the reactants needed to synthesize it. The reactants are: [NH2:1][C:2]1[CH:7]=[CH:6][CH:5]=[CH:4][C:3]=1[NH:8][C:9]1[C:10]([CH3:19])=[C:11]([CH:16]=[CH:17][CH:18]=1)[C:12]([O:14][CH3:15])=[O:13].N1([C:25](N2C=CN=C2)=[S:26])C=CN=C1.C(=O)(O)[O-].[Na+]. (3) Given the product [C:1]1([C:25]2[CH:30]=[CH:29][CH:28]=[CH:27][CH:26]=2)[CH:6]=[CH:5][C:4]([NH:7][CH2:8][C:9]2[C:14]([C:15]([N:17]([CH:21]([CH3:23])[CH3:22])[CH:18]([CH3:20])[CH3:19])=[O:16])=[C:13]([NH:40][CH2:41][C:42]3[CH:36]=[CH:34][N:33]=[CH:37][CH:39]=3)[N:12]=[CH:11][CH:10]=2)=[CH:3][CH:2]=1, predict the reactants needed to synthesize it. The reactants are: [C:1]1([C:25]2[CH:30]=[CH:29][CH:28]=[CH:27][CH:26]=2)[CH:6]=[CH:5][C:4]([NH:7][CH2:8][C:9]2[C:14]([C:15]([N:17]([CH:21]([CH3:23])[CH3:22])[CH:18]([CH3:20])[CH3:19])=[O:16])=[C:13](F)[N:12]=[CH:11][CH:10]=2)=[CH:3][CH:2]=1.CC[N:33]([CH:37]([CH3:39])C)[CH:34]([CH3:36])C.[NH2:40][CH2:41][C:42]1C=CC=CN=1. (4) The reactants are: F[C:2]1[C:11]2[O:10][CH:9]([C:12]([NH2:14])=[O:13])[CH2:8][NH:7][C:6]=2[CH:5]=[CH:4][CH:3]=1.[Cl:15]C1C2OCCNC=2C=CC=1.CCC([O-])=O. Given the product [Cl:15][C:2]1[C:11]2[O:10][CH:9]([C:12]([NH2:14])=[O:13])[CH2:8][NH:7][C:6]=2[CH:5]=[CH:4][CH:3]=1, predict the reactants needed to synthesize it. (5) Given the product [F:1][C:2]1[C:3]([N+:19]([O-:21])=[O:20])=[C:4]([CH2:8][C:9]([OH:11])=[O:10])[CH:5]=[CH:6][CH:7]=1, predict the reactants needed to synthesize it. The reactants are: [F:1][C:2]1[C:3]([N+:19]([O-:21])=[O:20])=[C:4]([CH:8](C(OCC)=O)[C:9]([O:11]CC)=[O:10])[CH:5]=[CH:6][CH:7]=1.Cl. (6) Given the product [C:1]([O:5][C:6](=[O:7])[NH:8][C:9]1[CH:14]=[CH:13][C:12]([NH:15][C:16]([O:18][C:19]([CH3:22])([CH3:21])[CH3:20])=[O:17])=[CH:11][C:10]=1[CH:31]=[O:32])([CH3:4])([CH3:3])[CH3:2], predict the reactants needed to synthesize it. The reactants are: [C:1]([O:5][C:6]([NH:8][C:9]1[CH:14]=[CH:13][C:12]([NH:15][C:16]([O:18][C:19]([CH3:22])([CH3:21])[CH3:20])=[O:17])=[CH:11][C:10]=1Br)=[O:7])([CH3:4])([CH3:3])[CH3:2].C([Li])(C)(C)C.CN(C)[CH:31]=[O:32].CCOCC. (7) Given the product [Cl:36][C:18]1[C:19]([NH:21][C:22]2[C:33]([F:34])=[CH:32][C:31]([F:35])=[CH:30][C:23]=2[C:24]([NH:26][CH2:27][C:28]#[CH:29])=[O:25])=[N:20][C:15]([NH:1][C:2]2[CH:3]=[CH:4][C:5]3[CH2:11][CH2:10][CH2:9][C:8](=[O:12])[NH:7][C:6]=3[CH:13]=2)=[N:16][CH:17]=1, predict the reactants needed to synthesize it. The reactants are: [NH2:1][C:2]1[CH:3]=[CH:4][C:5]2[CH2:11][CH2:10][CH2:9][C:8](=[O:12])[NH:7][C:6]=2[CH:13]=1.Cl[C:15]1[N:20]=[C:19]([NH:21][C:22]2[C:33]([F:34])=[CH:32][C:31]([F:35])=[CH:30][C:23]=2[C:24]([NH:26][CH2:27][C:28]#[CH:29])=[O:25])[C:18]([Cl:36])=[CH:17][N:16]=1.C12(CS(O)(=O)=O)C(C)(C)C(CC1)CC2=O.C(=O)(O)[O-].[Na+]. (8) Given the product [Br:12][CH:1]([C:3]1[CH:10]=[C:9]([F:11])[CH:8]=[CH:7][C:4]=1[C:5]#[N:6])[CH3:2], predict the reactants needed to synthesize it. The reactants are: [CH2:1]([C:3]1[CH:10]=[C:9]([F:11])[CH:8]=[CH:7][C:4]=1[C:5]#[N:6])[CH3:2].[Br:12]N1C(=O)CCC1=O. (9) Given the product [Cl:13][C:11]([O:6][CH2:5][C:4]1[CH:3]=[C:2]([Cl:1])[CH:9]=[C:8]([Cl:10])[CH:7]=1)=[O:12], predict the reactants needed to synthesize it. The reactants are: [Cl:1][C:2]1[CH:3]=[C:4]([CH:7]=[C:8]([Cl:10])[CH:9]=1)[CH2:5][OH:6].[C:11](Cl)([Cl:13])=[O:12].